This data is from TCR-epitope binding with 47,182 pairs between 192 epitopes and 23,139 TCRs. The task is: Binary Classification. Given a T-cell receptor sequence (or CDR3 region) and an epitope sequence, predict whether binding occurs between them. (1) The epitope is KLWAQCVQL. The TCR CDR3 sequence is CASSSLPQHTDTQYF. Result: 1 (the TCR binds to the epitope). (2) The epitope is CINGVCWTV. The TCR CDR3 sequence is CASSLPQGRYMNTEAFF. Result: 1 (the TCR binds to the epitope). (3) The epitope is NLVPMVATV. The TCR CDR3 sequence is CASSEFRTRGYTF. Result: 0 (the TCR does not bind to the epitope). (4) The epitope is YLKLTDNVYIK. The TCR CDR3 sequence is CASSIAGVGLNEQFF. Result: 0 (the TCR does not bind to the epitope).